From a dataset of Reaction yield outcomes from USPTO patents with 853,638 reactions. Predict the reaction yield, written as a fraction of the theoretical maximum amount of product (1.0 means a 100% yield; for example, 0.34 means a 34% yield). (1) The reactants are [Si:1]([O:8][CH2:9][CH2:10][C@H:11]1[CH2:22][CH2:21][C:20]2[S:19][C:18]3[N:17]=[CH:16][N:15]=[C:14](Cl)[C:13]=3[C:12]1=2)([C:4]([CH3:7])([CH3:6])[CH3:5])([CH3:3])[CH3:2].[CH2:24]([N:26]([CH:34]1[CH2:39][CH2:38][CH:37]([OH:40])[CH2:36][CH2:35]1)[C:27](=[O:33])[O:28][C:29]([CH3:32])([CH3:31])[CH3:30])[CH3:25].[H-].[Na+]. The catalyst is O1CCCC1. The product is [Si:1]([O:8][CH2:9][CH2:10][C@H:11]1[CH2:22][CH2:21][C:20]2[S:19][C:18]3[N:17]=[CH:16][N:15]=[C:14]([O:40][CH:37]4[CH2:38][CH2:39][CH:34]([N:26]([CH2:24][CH3:25])[C:27](=[O:33])[O:28][C:29]([CH3:30])([CH3:31])[CH3:32])[CH2:35][CH2:36]4)[C:13]=3[C:12]1=2)([C:4]([CH3:7])([CH3:6])[CH3:5])([CH3:3])[CH3:2]. The yield is 0.910. (2) The reactants are I[C:2]1[CH:23]=[CH:22][C:5]([C:6]([NH:8][S:9]([C:12]2[CH:17]=[CH:16][CH:15]=[CH:14][C:13]=2[S:18](=[O:21])(=[O:20])[NH2:19])(=[O:11])=[O:10])=[O:7])=[CH:4][CH:3]=1.[C:24]([C:26]1[CH:27]=[N:28][CH:29]=[CH:30][CH:31]=1)#[CH:25].C(N(CC)CC)C.Cl. The catalyst is CN(C)C=O.[Cu]I.C1C=CC([P]([Pd]([P](C2C=CC=CC=2)(C2C=CC=CC=2)C2C=CC=CC=2)([P](C2C=CC=CC=2)(C2C=CC=CC=2)C2C=CC=CC=2)[P](C2C=CC=CC=2)(C2C=CC=CC=2)C2C=CC=CC=2)(C2C=CC=CC=2)C2C=CC=CC=2)=CC=1.O. The product is [N:28]1[CH:29]=[CH:30][CH:31]=[C:26]([C:24]#[C:25][C:2]2[CH:23]=[CH:22][C:5]([C:6]([NH:8][S:9]([C:12]3[CH:17]=[CH:16][CH:15]=[CH:14][C:13]=3[S:18](=[O:21])(=[O:20])[NH2:19])(=[O:11])=[O:10])=[O:7])=[CH:4][CH:3]=2)[CH:27]=1. The yield is 0.330.